This data is from Full USPTO retrosynthesis dataset with 1.9M reactions from patents (1976-2016). The task is: Predict the reactants needed to synthesize the given product. (1) Given the product [NH2:25][C:11]1[C:12]([O:14][C:15]2[CH:24]=[CH:23][C:18]([C:19]([O:21][CH3:22])=[O:20])=[CH:17][CH:16]=2)=[N:13][C:8]([N:5]2[CH2:4][CH2:3][N:2]([CH3:1])[CH2:7][CH2:6]2)=[CH:9][CH:10]=1, predict the reactants needed to synthesize it. The reactants are: [CH3:1][N:2]1[CH2:7][CH2:6][N:5]([C:8]2[N:13]=[C:12]([O:14][C:15]3[CH:24]=[CH:23][C:18]([C:19]([O:21][CH3:22])=[O:20])=[CH:17][CH:16]=3)[C:11]([N+:25]([O-])=O)=[CH:10][CH:9]=2)[CH2:4][CH2:3]1. (2) The reactants are: C(OC1C=C(C=CC=1)OC1C=C2C(=CC=1)N(C1C=CC(OC(C)C)=CC=1)C(C(O)=O)=C2)(C)C.C([O:36][C:37]([C:39]1[N:40]([C:49]2[CH:54]=[CH:53][C:52]([O:55][CH:56]([CH3:58])[CH3:57])=[CH:51][CH:50]=2)[C:41]2[C:46]([CH:47]=1)=[CH:45][C:44]([OH:48])=[CH:43][CH:42]=2)=[O:38])C.[Cl:59][C:60]1[CH:65]=[CH:64][C:63](B(O)O)=[CH:62][C:61]=1[O:69][C:70]([F:73])([F:72])[F:71]. Given the product [Cl:59][C:60]1[CH:65]=[CH:64][C:63]([O:48][C:44]2[CH:45]=[C:46]3[C:41](=[CH:42][CH:43]=2)[N:40]([C:49]2[CH:54]=[CH:53][C:52]([O:55][CH:56]([CH3:57])[CH3:58])=[CH:51][CH:50]=2)[C:39]([C:37]([OH:36])=[O:38])=[CH:47]3)=[CH:62][C:61]=1[O:69][C:70]([F:71])([F:73])[F:72], predict the reactants needed to synthesize it. (3) Given the product [N:60]1([CH2:66][CH2:67][O:42][C:41]([C:40]2[C:35]([NH2:34])=[N:36][CH:37]=[N:38][C:39]=2[NH:44][C:45]2[CH:50]=[CH:49][C:48]([O:51][CH2:52][C:53]3[CH:54]=[CH:55][CH:56]=[CH:57][CH:58]=3)=[C:47]([Cl:59])[CH:46]=2)=[O:43])[CH2:65][CH2:64][O:63][CH2:62][CH2:61]1, predict the reactants needed to synthesize it. The reactants are: C(N(C(C)C)CC)(C)C.CN(C(ON1N=NC2C=CC=NC1=2)=[N+](C)C)C.F[P-](F)(F)(F)(F)F.[NH2:34][C:35]1[C:40]([C:41]([OH:43])=[O:42])=[C:39]([NH:44][C:45]2[CH:50]=[CH:49][C:48]([O:51][CH2:52][C:53]3[CH:58]=[CH:57][CH:56]=[CH:55][CH:54]=3)=[C:47]([Cl:59])[CH:46]=2)[N:38]=[CH:37][N:36]=1.[N:60]1([CH2:66][CH2:67]O)[CH2:65][CH2:64][O:63][CH2:62][CH2:61]1. (4) Given the product [C:19]([NH:18][C:17]1[N:13]([CH2:12][CH2:11][O:10][C:7]2[N:8]=[CH:9][C:4]([NH2:1])=[CH:5][CH:6]=2)[N:14]=[CH:15][CH:16]=1)([C:32]1[CH:37]=[CH:36][CH:35]=[CH:34][CH:33]=1)([C:20]1[CH:21]=[CH:22][CH:23]=[CH:24][CH:25]=1)[C:26]1[CH:27]=[CH:28][CH:29]=[CH:30][CH:31]=1, predict the reactants needed to synthesize it. The reactants are: [N+:1]([C:4]1[CH:5]=[CH:6][C:7]([O:10][CH2:11][CH2:12][N:13]2[C:17]([NH:18][C:19]([C:32]3[CH:37]=[CH:36][CH:35]=[CH:34][CH:33]=3)([C:26]3[CH:31]=[CH:30][CH:29]=[CH:28][CH:27]=3)[C:20]3[CH:25]=[CH:24][CH:23]=[CH:22][CH:21]=3)=[CH:16][CH:15]=[N:14]2)=[N:8][CH:9]=1)([O-])=O.[H][H].C(Cl)(Cl)Cl. (5) Given the product [CH2:15]([N:19]1[CH:24]=[CH:23][S:21]/[C:20]/1=[CH:3]\[C:4]([C:6]1[CH:11]=[C:10]([Cl:12])[CH:9]=[CH:8][C:7]=1[O:13][CH3:14])=[O:5])[CH2:16][CH2:17][CH3:18], predict the reactants needed to synthesize it. The reactants are: [H-].[Na+].[CH3:3][C:4]([C:6]1[CH:11]=[C:10]([Cl:12])[CH:9]=[CH:8][C:7]=1[O:13][CH3:14])=[O:5].[CH2:15]([N:19]=[C:20]=[S:21])[CH2:16][CH2:17][CH3:18].Br[CH2:23][CH:24](OC)OC.C1(C)C=CC(S(O)(=O)=O)=CC=1. (6) Given the product [C:11]([O:10][C:8]([N:5]1[CH2:4][CH:3]=[C:2]([C:15]2[CH:20]=[CH:19][CH:18]=[CH:17][C:16]=2[C:21]([F:24])([F:22])[F:23])[CH2:7][CH2:6]1)=[O:9])([CH3:14])([CH3:12])[CH3:13], predict the reactants needed to synthesize it. The reactants are: O[C:2]1([C:15]2[CH:20]=[CH:19][CH:18]=[CH:17][C:16]=2[C:21]([F:24])([F:23])[F:22])[CH2:7][CH2:6][N:5]([C:8]([O:10][C:11]([CH3:14])([CH3:13])[CH3:12])=[O:9])[CH2:4][CH2:3]1.S(Cl)(Cl)=O. (7) Given the product [CH3:56][O:55][C:53](=[O:54])[CH:52]([NH:51][C:9](=[O:11])[CH:8]([NH:12][C:13]([O:15][C:16]([CH3:19])([CH3:18])[CH3:17])=[O:14])[CH2:7][O:6][C:5]1[CH:4]=[CH:3][C:2]([Br:1])=[CH:21][CH:20]=1)[CH:57]([CH3:59])[CH3:58], predict the reactants needed to synthesize it. The reactants are: [Br:1][C:2]1[CH:21]=[CH:20][C:5]([O:6][CH2:7][CH:8]([NH:12][C:13]([O:15][C:16]([CH3:19])([CH3:18])[CH3:17])=[O:14])[C:9]([OH:11])=O)=[CH:4][CH:3]=1.CN1CCOCC1.C1C=CC2N(O)N=NC=2C=1.CCN=C=NCCCN(C)C.Cl.[NH2:51][C@H:52]([CH:57]([CH3:59])[CH3:58])[C:53]([O:55][CH3:56])=[O:54]. (8) Given the product [C:34]([O:33][C:31]([N:2]([CH2:27][CH:24]1[CH2:23][CH2:22][O:21][CH2:26][CH2:25]1)[C@@H:3]1[CH2:5][C@H:4]1[C:6]1[CH:7]=[C:8]([CH:13]=[CH:14][CH:15]=1)[C:9]([O:11][CH3:12])=[O:10])=[O:32])([CH3:37])([CH3:36])[CH3:35], predict the reactants needed to synthesize it. The reactants are: Cl.[NH2:2][C@@H:3]1[CH2:5][C@H:4]1[C:6]1[CH:7]=[C:8]([CH:13]=[CH:14][CH:15]=1)[C:9]([O:11][CH3:12])=[O:10].C(=O)([O-])O.[Na+].[O:21]1[CH2:26][CH2:25][CH:24]([CH:27]=O)[CH2:23][CH2:22]1.[BH4-].[Na+].[C:31](O[C:31]([O:33][C:34]([CH3:37])([CH3:36])[CH3:35])=[O:32])([O:33][C:34]([CH3:37])([CH3:36])[CH3:35])=[O:32].